This data is from Catalyst prediction with 721,799 reactions and 888 catalyst types from USPTO. The task is: Predict which catalyst facilitates the given reaction. (1) Reactant: [F:1][C:2]1[CH:7]=[C:6]([S:8]([CH3:10])=[O:9])[CH:5]=[CH:4][C:3]=1[C:11]1[CH:16]=[CH:15][C:14]([O:17][CH2:18][CH:19]2[CH2:24][CH2:23][N:22]([C:25]3[O:29][N:28]=[C:27]([CH:30]([CH3:32])[CH3:31])[N:26]=3)[CH2:21][CH2:20]2)=[CH:13][N:12]=1.C(=O)=O.CO. Product: [F:1][C:2]1[CH:7]=[C:6]([S@:8]([CH3:10])=[O:9])[CH:5]=[CH:4][C:3]=1[C:11]1[CH:16]=[CH:15][C:14]([O:17][CH2:18][CH:19]2[CH2:24][CH2:23][N:22]([C:25]3[O:29][N:28]=[C:27]([CH:30]([CH3:32])[CH3:31])[N:26]=3)[CH2:21][CH2:20]2)=[CH:13][N:12]=1. The catalyst class is: 22. (2) Reactant: [CH3:1][O:2][C:3]1[CH:8]=[CH:7][C:6]([S:9]([CH:12]2[S:16][C:15](=[O:17])[NH:14][C:13]2=[O:18])(=[O:11])=[O:10])=[CH:5][CH:4]=1.Br[CH2:20][C:21]1[CH:26]=[CH:25][C:24]([C:27]2[CH:32]=[CH:31][CH:30]=[CH:29][C:28]=2[C:33]#[N:34])=[CH:23][CH:22]=1.C(OCC)C. Product: [C:33]([C:28]1[CH:29]=[CH:30][CH:31]=[CH:32][C:27]=1[C:24]1[CH:25]=[CH:26][C:21]([CH2:20][C:12]2([S:9]([C:6]3[CH:7]=[CH:8][C:3]([O:2][CH3:1])=[CH:4][CH:5]=3)(=[O:10])=[O:11])[S:16][C:15](=[O:17])[NH:14][C:13]2=[O:18])=[CH:22][CH:23]=1)#[N:34]. The catalyst class is: 9. (3) Reactant: [H-].[Na+].[CH3:3][C:4]([C:6]1[CH:11]=[CH:10][C:9]([F:12])=[CH:8][CH:7]=1)=[O:5].[C:13](OCC)(=[O:19])[C:14]([O:16][CH2:17][CH3:18])=[O:15]. Product: [F:12][C:9]1[CH:10]=[CH:11][C:6]([C:4](=[O:5])[CH2:3][C:13](=[O:19])[C:14]([O:16][CH2:17][CH3:18])=[O:15])=[CH:7][CH:8]=1. The catalyst class is: 93. (4) Reactant: C(OC(=O)[NH:7][CH:8]1[CH2:13][CH2:12][NH:11][CH2:10][CH2:9]1)(C)(C)C.[F:15][C:16]1[CH:17]=[C:18]([CH:21]=[C:22]([F:25])[C:23]=1[F:24])[CH2:19]Br.C(N(C(C)C)CC)(C)C.FC(F)(F)C(O)=O. Product: [F:15][C:16]1[CH:17]=[C:18]([CH:21]=[C:22]([F:25])[C:23]=1[F:24])[CH2:19][N:11]1[CH2:10][CH2:9][CH:8]([NH2:7])[CH2:13][CH2:12]1. The catalyst class is: 4. (5) Reactant: Br[C:2]1[CH:7]=[CH:6][C:5]([C:8]2[C:19](=[O:20])[N:18]([CH2:21][C@@H:22]3[O:27][CH2:26][CH2:25][N:24]([C:28]([O:30][C:31]([CH3:34])([CH3:33])[CH3:32])=[O:29])[CH2:23]3)[C:11]3[N:12]=[C:13]([S:16][CH3:17])[N:14]=[CH:15][C:10]=3[CH:9]=2)=[C:4]([Cl:35])[CH:3]=1.B1(B2OC(C)(C)C(C)(C)O2)OC(C)(C)C(C)(C)O1.CC([O-])=O.[K+].O1CCBO1.Br[C:65]1[N:66]=[C:67]([CH3:70])[S:68][CH:69]=1. Product: [Cl:35][C:4]1[CH:3]=[C:2]([C:65]2[N:66]=[C:67]([CH3:70])[S:68][CH:69]=2)[CH:7]=[CH:6][C:5]=1[C:8]1[C:19](=[O:20])[N:18]([CH2:21][C@@H:22]2[O:27][CH2:26][CH2:25][N:24]([C:28]([O:30][C:31]([CH3:34])([CH3:33])[CH3:32])=[O:29])[CH2:23]2)[C:11]2[N:12]=[C:13]([S:16][CH3:17])[N:14]=[CH:15][C:10]=2[CH:9]=1. The catalyst class is: 294. (6) Reactant: [Cl:1][C:2]1[CH:3]=[C:4]([C:12]2[S:13][C:14]([C:17]3[CH:35]=[CH:34][C:20]4[CH2:21][CH2:22][N:23]([CH2:26][CH2:27][CH2:28][C:29]([O:31]CC)=[O:30])[CH2:24][CH2:25][C:19]=4[CH:18]=3)=[CH:15][N:16]=2)[CH:5]=[CH:6][C:7]=1[O:8][CH:9]([CH3:11])[CH3:10].[OH-].[Na+]. Product: [Cl:1][C:2]1[CH:3]=[C:4]([C:12]2[S:13][C:14]([C:17]3[CH:35]=[CH:34][C:20]4[CH2:21][CH2:22][N:23]([CH2:26][CH2:27][CH2:28][C:29]([OH:31])=[O:30])[CH2:24][CH2:25][C:19]=4[CH:18]=3)=[CH:15][N:16]=2)[CH:5]=[CH:6][C:7]=1[O:8][CH:9]([CH3:11])[CH3:10]. The catalyst class is: 14.